From a dataset of Full USPTO retrosynthesis dataset with 1.9M reactions from patents (1976-2016). Predict the reactants needed to synthesize the given product. (1) Given the product [OH:26][CH:25]([C@@H:23]1[CH2:24][C@H:19]([N:18]([C:16]([C:8]2[N:7]([CH2:6][CH2:5][CH2:4][CH2:3][O:2][CH3:1])[C:11]3[CH:12]=[CH:13][CH:14]=[CH:15][C:10]=3[N:9]=2)=[O:17])[CH2:35][CH:36]([CH3:38])[CH3:37])[CH2:20][N:21]([C:28]([O:30][C:31]([CH3:32])([CH3:34])[CH3:33])=[O:29])[CH2:22]1)[CH2:27][O:40][CH3:39], predict the reactants needed to synthesize it. The reactants are: [CH3:1][O:2][CH2:3][CH2:4][CH2:5][CH2:6][N:7]1[C:11]2[CH:12]=[CH:13][CH:14]=[CH:15][C:10]=2[N:9]=[C:8]1[C:16]([N:18]([CH2:35][CH:36]([CH3:38])[CH3:37])[C@H:19]1[CH2:24][C@@H:23]([CH:25]2[CH2:27][O:26]2)[CH2:22][N:21]([C:28]([O:30][C:31]([CH3:34])([CH3:33])[CH3:32])=[O:29])[CH2:20]1)=[O:17].[CH3:39][O-:40].[Na+].CO. (2) Given the product [CH3:3][O:4][C:5]([C:8]1[O:9][CH:10]=[C:11]([CH2:13][N:14]2[N:18]=[C:17]([NH2:19])[CH:16]=[N:15]2)[N:12]=1)([CH3:7])[CH3:6], predict the reactants needed to synthesize it. The reactants are: N#N.[CH3:3][O:4][C:5]([C:8]1[O:9][CH:10]=[C:11]([CH2:13][N:14]2[N:18]=[C:17]([N+:19]([O-])=O)[CH:16]=[N:15]2)[N:12]=1)([CH3:7])[CH3:6].[NH4+].[Cl-].